Dataset: Forward reaction prediction with 1.9M reactions from USPTO patents (1976-2016). Task: Predict the product of the given reaction. (1) Given the reactants [Br:1][CH2:2][C:3]1[CH:8]=[CH:7][C:6]([S:9](Cl)(=[O:11])=[O:10])=[CH:5][CH:4]=1.Cl.[CH3:14][NH2:15].O, predict the reaction product. The product is: [Br:1][CH2:2][C:3]1[CH:8]=[CH:7][C:6]([S:9]([NH:15][CH3:14])(=[O:11])=[O:10])=[CH:5][CH:4]=1. (2) The product is: [C:1]([Si:5]([CH3:20])([CH3:19])[O:6][CH:7]1[CH2:12][CH2:11][C:10]([CH:13]=[N:27][S:25]([C:22]([CH3:24])([CH3:23])[CH3:21])=[O:26])([C:15]([F:18])([F:17])[F:16])[CH2:9][CH2:8]1)([CH3:4])([CH3:3])[CH3:2]. Given the reactants [C:1]([Si:5]([CH3:20])([CH3:19])[O:6][CH:7]1[CH2:12][CH2:11][C:10]([C:15]([F:18])([F:17])[F:16])([CH:13]=O)[CH2:9][CH2:8]1)([CH3:4])([CH3:3])[CH3:2].[CH3:21][C:22]([S:25]([NH2:27])=[O:26])([CH3:24])[CH3:23].C([O-])(O)=O.[Na+], predict the reaction product. (3) Given the reactants Br[C:2]1[C:11]([CH3:12])=[CH:10][C:5]2[O:6][CH2:7][CH2:8][NH:9][C:4]=2[CH:3]=1.[B:13]1([B:13]2[O:17][C:16]([CH3:19])([CH3:18])[C:15]([CH3:21])([CH3:20])[O:14]2)[O:17][C:16]([CH3:19])([CH3:18])[C:15]([CH3:21])([CH3:20])[O:14]1.C([O-])(=O)C.[K+], predict the reaction product. The product is: [CH3:12][C:11]1[C:2]([B:13]2[O:17][C:16]([CH3:19])([CH3:18])[C:15]([CH3:21])([CH3:20])[O:14]2)=[CH:3][C:4]2[NH:9][CH2:8][CH2:7][O:6][C:5]=2[CH:10]=1. (4) Given the reactants [Cl:1][C:2]1[N:7]=[C:6]2[NH:8][C:9]([C:11]3[S:12][C:13]4[C:19]([N:20]5[CH2:25][CH2:24][O:23][CH2:22][CH2:21]5)=[CH:18][CH:17]=[C:16]([O:26][CH3:27])[C:14]=4[N:15]=3)=[N:10][C:5]2=[CH:4][CH:3]=1.[H-].[Na+].[CH2:30](Cl)[O:31][CH3:32], predict the reaction product. The product is: [Cl:1][C:2]1[N:7]=[C:6]2[N:8]([CH2:30][O:31][CH3:32])[C:9]([C:11]3[S:12][C:13]4[C:19]([N:20]5[CH2:25][CH2:24][O:23][CH2:22][CH2:21]5)=[CH:18][CH:17]=[C:16]([O:26][CH3:27])[C:14]=4[N:15]=3)=[N:10][C:5]2=[CH:4][CH:3]=1.